Dataset: Forward reaction prediction with 1.9M reactions from USPTO patents (1976-2016). Task: Predict the product of the given reaction. (1) Given the reactants I([O-])(=O)(=O)=[O:2].[Na+].[CH2:7]([O:14][C:15]([C@@H:17]1[CH2:22][CH2:21][O:20][S:19](=[O:23])[N:18]1[C:24]([O:26][CH2:27][CH:28]1[C:40]2[CH:39]=[CH:38][CH:37]=[CH:36][C:35]=2[C:34]2[C:29]1=[CH:30][CH:31]=[CH:32][CH:33]=2)=[O:25])=[O:16])[C:8]1[CH:13]=[CH:12][CH:11]=[CH:10][CH:9]=1, predict the reaction product. The product is: [CH2:7]([O:14][C:15]([C@@H:17]1[CH2:22][CH2:21][O:20][S:19](=[O:2])(=[O:23])[N:18]1[C:24]([O:26][CH2:27][CH:28]1[C:29]2[CH:30]=[CH:31][CH:32]=[CH:33][C:34]=2[C:35]2[C:40]1=[CH:39][CH:38]=[CH:37][CH:36]=2)=[O:25])=[O:16])[C:8]1[CH:9]=[CH:10][CH:11]=[CH:12][CH:13]=1. (2) Given the reactants Cl[C:2]1[C:3]([C:11]([CH:14]2[CH2:19][CH2:18][CH2:17][CH2:16][CH2:15]2)=[N:12][OH:13])=[C:4]2[CH:10]=[CH:9][NH:8][C:5]2=[N:6][CH:7]=1.CC(C)([O-])C.[K+], predict the reaction product. The product is: [CH:14]1([C:11]2[C:3]3=[C:4]4[CH:10]=[CH:9][NH:8][C:5]4=[N:6][CH:7]=[C:2]3[O:13][N:12]=2)[CH2:19][CH2:18][CH2:17][CH2:16][CH2:15]1. (3) Given the reactants [CH:1]1([C:4]2[N:8]=[C:7]([NH2:9])[O:6][N:5]=2)[CH2:3][CH2:2]1.[C:10]1([CH:16]([C:20]2[CH:25]=[CH:24][CH:23]=[CH:22][CH:21]=2)[C:17](Cl)=[O:18])[CH:15]=[CH:14][CH:13]=[CH:12][CH:11]=1, predict the reaction product. The product is: [CH:1]1([C:4]2[N:8]=[C:7]([NH:9][C:17](=[O:18])[CH:16]([C:10]3[CH:15]=[CH:14][CH:13]=[CH:12][CH:11]=3)[C:20]3[CH:25]=[CH:24][CH:23]=[CH:22][CH:21]=3)[O:6][N:5]=2)[CH2:3][CH2:2]1. (4) Given the reactants [O:1]1[CH:5]=[CH:4][CH:3]=[C:2]1[C:6]1[O:7][C:8]([CH3:36])=[C:9]([CH2:11][O:12][C:13]2[CH:33]=[CH:32][C:16]([CH2:17][O:18][C:19]3[CH:23]=[C:22]([CH:24]=O)[N:21]([C:26]4[CH:31]=[CH:30][CH:29]=[CH:28][CH:27]=4)[N:20]=3)=[CH:15][C:14]=2[O:34][CH3:35])[N:10]=1.[Cl-].[S:38]1[CH:42]=[C:41]([CH2:43][P+](C2C=CC=CC=2)(C2C=CC=CC=2)C2C=CC=CC=2)[N:40]=[CH:39]1.C(=O)([O-])[O-].[K+].[K+].CN(C)C=O, predict the reaction product. The product is: [O:1]1[CH:5]=[CH:4][CH:3]=[C:2]1[C:6]1[O:7][C:8]([CH3:36])=[C:9]([CH2:11][O:12][C:13]2[CH:33]=[CH:32][C:16]([CH2:17][O:18][C:19]3[CH:23]=[C:22](/[CH:24]=[CH:43]/[C:41]4[N:40]=[CH:39][S:38][CH:42]=4)[N:21]([C:26]4[CH:31]=[CH:30][CH:29]=[CH:28][CH:27]=4)[N:20]=3)=[CH:15][C:14]=2[O:34][CH3:35])[N:10]=1. (5) Given the reactants [C:1]([N:9]1[CH2:22][CH2:21][C:20]2[C:19]3[C:18](Br)=[CH:17][CH:16]=[CH:15][C:14]=3[NH:13][C:12]=2[CH2:11][CH2:10]1)(=[O:8])[C:2]1[CH:7]=[CH:6][CH:5]=[CH:4][CH:3]=1.[F:24][C:25]([F:37])([F:36])[O:26][C:27]1[CH:32]=[CH:31][CH:30]=[CH:29][C:28]=1B(O)O.C([O-])([O-])=O.[Na+].[Na+], predict the reaction product. The product is: [C:1]([N:9]1[CH2:22][CH2:21][C:20]2[C:19]3[C:18]([C:28]4[CH:29]=[CH:30][CH:31]=[CH:32][C:27]=4[O:26][C:25]([F:24])([F:37])[F:36])=[CH:17][CH:16]=[CH:15][C:14]=3[NH:13][C:12]=2[CH2:11][CH2:10]1)(=[O:8])[C:2]1[CH:7]=[CH:6][CH:5]=[CH:4][CH:3]=1.